Dataset: Reaction yield outcomes from USPTO patents with 853,638 reactions. Task: Predict the reaction yield, written as a fraction of the theoretical maximum amount of product (1.0 means a 100% yield; for example, 0.34 means a 34% yield). (1) The reactants are [NH2:1][C:2]1[C:11]([N+:12]([O-:14])=[O:13])=[CH:10][CH:9]=[C:8]([O:15][CH3:16])[C:3]=1[C:4]([O:6][CH3:7])=[O:5].[Br:17]Br. The catalyst is ClCCl. The product is [NH2:1][C:2]1[C:11]([N+:12]([O-:14])=[O:13])=[CH:10][C:9]([Br:17])=[C:8]([O:15][CH3:16])[C:3]=1[C:4]([O:6][CH3:7])=[O:5]. The yield is 0.920. (2) The reactants are Cl.[Cl:2][C:3]1[CH:4]=[C:5]([NH:11][C@H:12]([CH2:17][NH:18][CH:19]([CH3:21])[CH3:20])[CH2:13][C:14](O)=[O:15])[CH:6]=[CH:7][C:8]=1[C:9]#[N:10].C[Si](N[Si](C)(C)C)(C)C. The catalyst is CC#N.O. The product is [Cl:2][C:3]1[CH:4]=[C:5]([NH:11][C@H:12]2[CH2:13][C:14](=[O:15])[N:18]([CH:19]([CH3:21])[CH3:20])[CH2:17]2)[CH:6]=[CH:7][C:8]=1[C:9]#[N:10]. The yield is 0.490. (3) The reactants are [Br:1][C:2]1[CH:3]=[C:4]2[C:8](=[CH:9][CH:10]=1)[NH:7][CH:6]=[CH:5]2.[BH3-]C#N.[Na+]. The catalyst is C(O)(=O)C.O. The product is [Br:1][C:2]1[CH:3]=[C:4]2[C:8](=[CH:9][CH:10]=1)[NH:7][CH2:6][CH2:5]2. The yield is 0.710. (4) The reactants are [Cl:1][C:2]1[S:6][C:5]([NH:7][C:8](=[O:18])[C:9]2[CH:14]=[C:13]([Cl:15])[CH:12]=[CH:11][C:10]=2[O:16][CH3:17])=[N:4][CH:3]=1.Cl[CH2:20][C:21]1[N:22]=[CH:23][S:24][CH:25]=1.CC(C)([O-])C.[K+].O1CCOCC1. The catalyst is [I-].C([N+](CCCC)(CCCC)CCCC)CCC.C1(C)C=CC=CC=1. The product is [Cl:15][C:13]1[CH:12]=[CH:11][C:10]([O:16][CH3:17])=[C:9]([CH:14]=1)[C:8](/[N:7]=[C:5]1\[S:6][C:2]([Cl:1])=[CH:3][N:4]\1[CH2:20][C:21]1[N:22]=[CH:23][S:24][CH:25]=1)=[O:18]. The yield is 0.600. (5) The reactants are [CH3:1][S:2][C:3](=[C:6]([C:9]#[N:10])[C:7]#[N:8])[S:4][CH3:5].C([CH:13](S)[C:14]([O-])=[O:15])C.[CH3:18][OH:19]. No catalyst specified. The product is [NH2:8][C:7]1[C:6]([C:9]#[N:10])=[C:3]([S:4][CH3:5])[S:2][C:1]=1[C:18]([O:15][CH2:14][CH3:13])=[O:19]. The yield is 0.990. (6) The reactants are [Br:1][C:2]1[CH:11]=[C:10]2[C:5]([CH2:6][CH2:7][CH2:8][C:9]32[C:15](=[O:16])[N:14]([CH3:17])[C:13](=O)[NH:12]3)=[CH:4][CH:3]=1.COC1C=CC(P2(SP(C3C=CC(OC)=CC=3)(=S)S2)=[S:28])=CC=1. The catalyst is C1(C)C=CC=CC=1. The product is [Br:1][C:2]1[CH:11]=[C:10]2[C:5]([CH2:6][CH2:7][CH2:8][C:9]32[C:15](=[O:16])[N:14]([CH3:17])[C:13](=[S:28])[NH:12]3)=[CH:4][CH:3]=1. The yield is 0.400. (7) The reactants are [Cl:1][C:2]1[C:3]([C:15]([N:17]2[CH2:21][CH2:20][CH2:19][CH2:18]2)=[O:16])=[C:4]([CH2:8][N:9]2[CH2:14][CH2:13][NH:12][CH2:11][CH2:10]2)[CH:5]=[CH:6][CH:7]=1.[C:22](=O)([O:31]N1C(=O)CCC1=O)[O:23][N:24]1[C:28](=[O:29])[CH2:27][CH2:26][C:25]1=[O:30].C(N(CC)CC)C. The catalyst is CC#N. The product is [Cl:1][C:2]1[C:3]([C:15]([N:17]2[CH2:21][CH2:20][CH2:19][CH2:18]2)=[O:16])=[C:4]([CH2:8][N:9]2[CH2:10][CH2:11][N:12]([C:22]([O:23][N:24]3[C:28](=[O:29])[CH2:27][CH2:26][C:25]3=[O:30])=[O:31])[CH2:13][CH2:14]2)[CH:5]=[CH:6][CH:7]=1. The yield is 0.660.